Dataset: Catalyst prediction with 721,799 reactions and 888 catalyst types from USPTO. Task: Predict which catalyst facilitates the given reaction. (1) Reactant: FC(F)(F)C(O)=O.[CH3:8][O:9][C:10](=[O:22])[CH2:11][NH:12][C:13](=[O:21])[C@H:14]([CH2:16][O:17][CH2:18][CH:19]=[CH2:20])[NH2:15].[C:23]([O:27][C:28]([NH:30][C@H:31]([C:37]([NH:39][C@H:40]([C:44]([NH:46][C@H:47]([C:51](O)=[O:52])[CH:48]([CH3:50])[CH3:49])=[O:45])[CH:41]([CH3:43])[CH3:42])=[O:38])[CH2:32][O:33][CH2:34][CH:35]=[CH2:36])=[O:29])([CH3:26])([CH3:25])[CH3:24].C(N(CC)C(C)C)(C)C.C1C=C2N=NN(O)C2=CC=1.O.CCN=C=NCCCN(C)C.Cl. Product: [CH3:8][O:9][C:10](=[O:22])[CH2:11][NH:12][C:13](=[O:21])[C@H:14]([CH2:16][O:17][CH2:18][CH:19]=[CH2:20])[NH:15][C:51](=[O:52])[C@H:47]([CH:48]([CH3:50])[CH3:49])[NH:46][C:44](=[O:45])[C@H:40]([CH:41]([CH3:42])[CH3:43])[NH:39][C:37](=[O:38])[C@H:31]([CH2:32][O:33][CH2:34][CH:35]=[CH2:36])[NH:30][C:28]([O:27][C:23]([CH3:25])([CH3:24])[CH3:26])=[O:29]. The catalyst class is: 2. (2) Reactant: [Br:1][C:2]1[CH:11]=[C:10]2[C:5]([CH2:6][CH2:7][CH2:8][C:9]2=[O:12])=[CH:4][CH:3]=1.[CH:13](=O)[C:14]1[CH:19]=[CH:18][CH:17]=[N:16][CH:15]=1.N1CCCCC1. Product: [Br:1][C:2]1[CH:11]=[C:10]2[C:5]([CH2:6][CH2:7]/[C:8](=[CH:13]\[C:14]3[CH:15]=[N:16][CH:17]=[CH:18][CH:19]=3)/[C:9]2=[O:12])=[CH:4][CH:3]=1. The catalyst class is: 15. (3) Reactant: [Br:1][C:2]1[CH:7]=[CH:6][C:5]([OH:8])=[CH:4][C:3]=1[F:9].[CH3:10][CH:11]([Si:13](Cl)([CH:17]([CH3:19])[CH3:18])[CH:14]([CH3:16])[CH3:15])[CH3:12].C(N(CC)CC)C. Product: [Br:1][C:2]1[CH:7]=[CH:6][C:5]([O:8][Si:13]([CH:17]([CH3:19])[CH3:18])([CH:14]([CH3:16])[CH3:15])[CH:11]([CH3:12])[CH3:10])=[CH:4][C:3]=1[F:9]. The catalyst class is: 7. (4) Reactant: [F:1][C:2]1[C:7]([O:8][CH3:9])=[CH:6][C:5]([O:10][CH3:11])=[C:4]([F:12])[C:3]=1[C:13]1[N:18]=[CH:17][C:16]2[C:19](I)=[N:20][N:21](C3CCCCO3)[C:15]=2[CH:14]=1.[CH2:29]([N:31]1[CH2:39][C:38]2[C:33](=[CH:34][CH:35]=[C:36](B3OC(C)(C)C(C)(C)O3)[CH:37]=2)[C:32]1=[O:49])[CH3:30].ClCCl.C(=O)([O-])[O-].[Na+].[Na+]. Product: [F:12][C:4]1[C:5]([O:10][CH3:11])=[CH:6][C:7]([O:8][CH3:9])=[C:2]([F:1])[C:3]=1[C:13]1[N:18]=[CH:17][C:16]2[C:19]([C:36]3[CH:37]=[C:38]4[C:33](=[CH:34][CH:35]=3)[C:32](=[O:49])[N:31]([CH2:29][CH3:30])[CH2:39]4)=[N:20][NH:21][C:15]=2[CH:14]=1. The catalyst class is: 38. (5) Reactant: [Li+].[B-](CC)(CC)CC.[NH2:9][C:10]1[CH:15]=[CH:14][CH:13]=[CH:12][C:11]=1[C:16]1[CH2:17][C@@H:18]2[N:24]([CH:25]=1)[C:23](=[O:26])[C:22]1[CH:27]=[C:28]([O:70][CH3:71])[C:29]([O:31][CH2:32][CH2:33][CH2:34][O:35][C:36]3[C:67]([O:68][CH3:69])=[CH:66][C:39]4[C:40](=[O:65])[N:41]5[CH:56]=[C:55]([C:57]6[CH:62]=[CH:61][C:60]([O:63][CH3:64])=[CH:59][CH:58]=6)[CH2:54][C@H:42]5[C:43](=O)[N:44](COCC[Si](C)(C)C)[C:38]=4[CH:37]=3)=[CH:30][C:21]=1[N:20](COCC[Si](C)(C)C)[C:19]2=O.[BH4-].[Li+]. Product: [NH2:9][C:10]1[CH:15]=[CH:14][CH:13]=[CH:12][C:11]=1[C:16]1[CH2:17][C@@H:18]2[N:24]([CH:25]=1)[C:23](=[O:26])[C:22]1[CH:27]=[C:28]([O:70][CH3:71])[C:29]([O:31][CH2:32][CH2:33][CH2:34][O:35][C:36]3[C:67]([O:68][CH3:69])=[CH:66][C:39]4[C:40](=[O:65])[N:41]5[CH:56]=[C:55]([C:57]6[CH:58]=[CH:59][C:60]([O:63][CH3:64])=[CH:61][CH:62]=6)[CH2:54][C@H:42]5[CH:43]=[N:44][C:38]=4[CH:37]=3)=[CH:30][C:21]=1[N:20]=[CH:19]2. The catalyst class is: 7. (6) Reactant: Cl[C:2]1[S:6][CH:5]=[N:4][CH:3]=1.[NH2:7][C:8]1[CH:13]=[CH:12][C:11]([OH:14])=[C:10]([CH3:15])[CH:9]=1.[OH-].[K+]. Product: [CH3:15][C:10]1[CH:9]=[C:8]([CH:13]=[CH:12][C:11]=1[O:14][C:2]1[S:6][CH:5]=[N:4][CH:3]=1)[NH2:7]. The catalyst class is: 44. (7) Product: [CH3:35][C:25]1[CH:30]=[CH:29][C:28]([S:31]([O:23][CH2:22][CH:21]([OH:24])[CH2:20][C:10]2[CH:11]=[C:12]([Cl:19])[C:13]3[C:18](=[CH:17][CH:16]=[CH:15][CH:14]=3)[C:9]=2[O:8][CH2:1][C:2]2[CH:3]=[CH:4][CH:5]=[CH:6][CH:7]=2)(=[O:33])=[O:32])=[CH:27][CH:26]=1. Reactant: [CH2:1]([O:8][C:9]1[C:18]2[C:13](=[CH:14][CH:15]=[CH:16][CH:17]=2)[C:12]([Cl:19])=[CH:11][C:10]=1[CH2:20][CH:21]([OH:24])[CH2:22][OH:23])[C:2]1[CH:7]=[CH:6][CH:5]=[CH:4][CH:3]=1.[C:25]1([CH3:35])[CH:30]=[CH:29][C:28]([S:31](Cl)(=[O:33])=[O:32])=[CH:27][CH:26]=1.CC1C=CC(S(OCC2OC3C4CCCC=4C(C)=CC=3C2)(=O)=O)=CC=1. The catalyst class is: 17.